Dataset: Full USPTO retrosynthesis dataset with 1.9M reactions from patents (1976-2016). Task: Predict the reactants needed to synthesize the given product. Given the product [F:18][C:19]1[CH:20]=[C:21]([C:26]2[CH:31]=[CH:30][N:29]=[C:28]([N:32]3[CH2:37][CH2:36][N:35]([C:8]([NH:7][C:3]4[CH:2]=[N:1][CH:6]=[CH:5][CH:4]=4)=[O:15])[CH2:34][CH2:33]3)[N:27]=2)[CH:22]=[CH:23][C:24]=1[F:25], predict the reactants needed to synthesize it. The reactants are: [N:1]1[CH:6]=[CH:5][CH:4]=[C:3]([NH:7][C:8](=[O:15])OCC(Cl)(Cl)Cl)[CH:2]=1.Cl.Cl.[F:18][C:19]1[CH:20]=[C:21]([C:26]2[CH:31]=[CH:30][N:29]=[C:28]([N:32]3[CH2:37][CH2:36][NH:35][CH2:34][CH2:33]3)[N:27]=2)[CH:22]=[CH:23][C:24]=1[F:25].